This data is from Forward reaction prediction with 1.9M reactions from USPTO patents (1976-2016). The task is: Predict the product of the given reaction. (1) Given the reactants [CH:1]1([C@@H:7]([NH:9][C:10]([C:12]2[C:21]3[C:16](=[CH:17][CH:18]=[C:19]([F:22])[CH:20]=3)[N:15]=[C:14]([C:23]3[S:24][CH:25]=[CH:26][CH:27]=3)[C:13]=2[CH2:28][N:29]2[CH2:34][CH2:33][NH:32][C:31](=[O:35])[CH2:30]2)=[O:11])[CH3:8])[CH2:6][CH2:5][CH2:4][CH2:3][CH2:2]1.C1([C@@H](NC(C2C3C(=CC=CC=3)N=C(C3SC=CC=3)C=2CN2CCN([CH2:69][C:70]([OH:72])=[O:71])C(=O)C2)=O)C)CCCCC1.[H-].[Na+].C(OC(=O)CBr)C, predict the reaction product. The product is: [CH:1]1([C@@H:7]([NH:9][C:10]([C:12]2[C:21]3[C:16](=[CH:17][CH:18]=[C:19]([F:22])[CH:20]=3)[N:15]=[C:14]([C:23]3[S:24][CH:25]=[CH:26][CH:27]=3)[C:13]=2[CH2:28][N:29]2[CH2:34][CH2:33][N:32]([CH2:69][C:70]([OH:72])=[O:71])[C:31](=[O:35])[CH2:30]2)=[O:11])[CH3:8])[CH2:6][CH2:5][CH2:4][CH2:3][CH2:2]1. (2) Given the reactants [CH2:1]([C:3]1[C:11]2[C:6](=[C:7]([OH:17])[CH:8]=[C:9]([C:12]([O:14][CH2:15][CH3:16])=[O:13])[CH:10]=2)[NH:5][N:4]=1)[CH3:2].[H-].[Na+].I[CH2:21][CH3:22].[CH3:23][CH2:24]OC(C)=O, predict the reaction product. The product is: [CH2:21]([O:17][C:7]1[CH:8]=[C:9]([C:12]([O:14][CH2:15][CH3:16])=[O:13])[CH:10]=[C:11]2[C:6]=1[NH:5][N:4]=[C:3]2[CH2:1][CH3:2])[CH3:22].[CH2:23]([O:17][C:7]1[CH:8]=[C:9]([C:12]([O:14][CH2:15][CH3:16])=[O:13])[CH:10]=[C:11]2[C:6]=1[N:5]([CH2:21][CH3:22])[N:4]=[C:3]2[CH2:1][CH3:2])[CH3:24]. (3) Given the reactants CC1C=CC(B(O)O)=CC=1.ClC1C(C)=C(Cl)N=CN=1.[Cl:20][C:21]1[C:26]([CH3:27])=[C:25]([C:28]2[CH:33]=[CH:32][C:31]([C:34](F)(F)F)=[CH:30][CH:29]=2)[N:24]=[CH:23][N:22]=1, predict the reaction product. The product is: [Cl:20][C:21]1[C:26]([CH3:27])=[C:25]([C:28]2[CH:33]=[CH:32][C:31]([CH3:34])=[CH:30][CH:29]=2)[N:24]=[CH:23][N:22]=1. (4) Given the reactants [C:1]([N:4]1[C:13]2[C:8](=[CH:9][CH:10]=[CH:11][CH:12]=2)[C:7](=[N:14][C:15]2[CH:20]=[CH:19][C:18]([CH2:21][O:22][Si:23]([C:36]([CH3:39])([CH3:38])[CH3:37])([C:30]3[CH:35]=[CH:34][CH:33]=[CH:32][CH:31]=3)[C:24]3[CH:29]=[CH:28][CH:27]=[CH:26][CH:25]=3)=[CH:17][CH:16]=2)[CH2:6][CH:5]1[CH3:40])(=[O:3])[CH3:2].[BH4-].[Na+].O.O.O.O.O.O.O.[Cl-].[Cl-].[Cl-].[Ce+3].Cl.C([O-])(O)=O.[Na+], predict the reaction product. The product is: [C:1]([N:4]1[C:13]2[C:8](=[CH:9][CH:10]=[CH:11][CH:12]=2)[CH:7]([NH:14][C:15]2[CH:20]=[CH:19][C:18]([CH2:21][O:22][Si:23]([C:36]([CH3:39])([CH3:38])[CH3:37])([C:24]3[CH:29]=[CH:28][CH:27]=[CH:26][CH:25]=3)[C:30]3[CH:31]=[CH:32][CH:33]=[CH:34][CH:35]=3)=[CH:17][CH:16]=2)[CH2:6][CH:5]1[CH3:40])(=[O:3])[CH3:2].